Dataset: Reaction yield outcomes from USPTO patents with 853,638 reactions. Task: Predict the reaction yield, written as a fraction of the theoretical maximum amount of product (1.0 means a 100% yield; for example, 0.34 means a 34% yield). (1) The reactants are Br[C:2]1[CH:26]=[CH:25][C:5]([O:6][CH2:7][C@H:8]([OH:24])[CH2:9][NH:10][C:11]([CH3:23])([CH3:22])[CH2:12][CH:13]2[CH2:21][C:20]3[C:15](=[CH:16][CH:17]=[CH:18][CH:19]=3)[CH2:14]2)=[C:4]([F:27])[C:3]=1[F:28].C(#N)CC.CC1C(P(C2C(C)=CC=CC=2)C2C(C)=CC=CC=2)=CC=CC=1.[C:55]([O:59][CH2:60][CH3:61])(=[O:58])[CH:56]=[CH2:57]. The catalyst is CC([O-])=O.CC([O-])=O.[Pd+2].C(N(CC)CC)C. The product is [CH2:60]([O:59][C:55](=[O:58])/[CH:56]=[CH:57]/[C:2]1[CH:26]=[CH:25][C:5]([O:6][CH2:7][C@H:8]([OH:24])[CH2:9][NH:10][C:11]([CH3:23])([CH3:22])[CH2:12][CH:13]2[CH2:21][C:20]3[C:15](=[CH:16][CH:17]=[CH:18][CH:19]=3)[CH2:14]2)=[C:4]([F:27])[C:3]=1[F:28])[CH3:61]. The yield is 0.750. (2) The reactants are [Cl:1][C:2]1[N:7]2[N:8]=[C:9]([C:15]3[CH:20]=[CH:19][CH:18]=[C:17]([CH3:21])[CH:16]=3)[C:10]([CH:11]([OH:14])[C:12]#[CH:13])=[C:6]2[CH:5]=[CH:4][CH:3]=1. The yield is 0.410. The catalyst is C(Cl)(Cl)Cl.[O-2].[O-2].[Mn+4]. The product is [Cl:1][C:2]1[N:7]2[N:8]=[C:9]([C:15]3[CH:20]=[CH:19][CH:18]=[C:17]([CH3:21])[CH:16]=3)[C:10]([C:11](=[O:14])[C:12]#[CH:13])=[C:6]2[CH:5]=[CH:4][CH:3]=1. (3) The reactants are [CH3:1][C:2]1[N:23]([CH3:24])[C:5]2[CH:6]=[C:7]([C:20]([OH:22])=O)[C:8]3[CH2:9][CH2:10][CH:11]([C:14]4[CH:19]=[CH:18][CH:17]=[CH:16][CH:15]=4)[NH:12][C:13]=3[C:4]=2[N:3]=1.C[N:26](C)C=O. The catalyst is O1CCCC1. The product is [CH3:1][C:2]1[N:23]([CH3:24])[C:5]2[CH:6]=[C:7]([C:20]([NH2:26])=[O:22])[C:8]3[CH2:9][CH2:10][CH:11]([C:14]4[CH:19]=[CH:18][CH:17]=[CH:16][CH:15]=4)[NH:12][C:13]=3[C:4]=2[N:3]=1. The yield is 0.710.